This data is from Full USPTO retrosynthesis dataset with 1.9M reactions from patents (1976-2016). The task is: Predict the reactants needed to synthesize the given product. (1) Given the product [Cl:8][C:7]1[C:2]([NH:1][C:15](=[O:16])[C:14]2[CH:18]=[CH:19][CH:20]=[CH:21][C:13]=2[N+:10]([O-:12])=[O:11])=[CH:3][C:4]([CH3:9])=[CH:5][N:6]=1, predict the reactants needed to synthesize it. The reactants are: [NH2:1][C:2]1[CH:3]=[C:4]([CH3:9])[CH:5]=[N:6][C:7]=1[Cl:8].[N+:10]([C:13]1[CH:21]=[CH:20][CH:19]=[CH:18][C:14]=1[C:15](Cl)=[O:16])([O-:12])=[O:11]. (2) Given the product [CH:9]1[C:8]2[CH:10]=[CH:11][C:12]3[CH:13]=[CH:14][CH:15]=[CH:16][C:17]=3[CH:18]([OH:19])[C:7]=2[CH:6]=[CH:5][CH:4]=1, predict the reactants needed to synthesize it. The reactants are: O.[OH-].[Na+].[CH:4]1[CH:9]=[C:8]2[CH:10]=[CH:11][C:12]3[C:17]([C:18](=[O:19])[C:7]2=[CH:6][CH:5]=1)=[CH:16][CH:15]=[CH:14][CH:13]=3.[BH4-].[Na+]. (3) The reactants are: [F:1][C:2]1[CH:9]=[C:8]([N+:10]([O-])=O)[CH:7]=[CH:6][C:3]=1[C:4]#[N:5]. Given the product [NH2:10][C:8]1[CH:7]=[CH:6][C:3]([C:4]#[N:5])=[C:2]([F:1])[CH:9]=1, predict the reactants needed to synthesize it. (4) The reactants are: [C:1]([O:5][C:6](=[O:26])[NH:7][CH:8]1[CH2:13][CH2:12][CH:11]([CH2:14][NH:15][C:16]2[C:21]([N+:22]([O-:24])=[O:23])=[CH:20][N:19]=[C:18](Cl)[N:17]=2)[CH2:10][CH2:9]1)([CH3:4])([CH3:3])[CH3:2].Cl.[CH3:28][S:29]([C:32]1[CH:39]=[CH:38][CH:37]=[CH:36][C:33]=1[CH2:34][NH2:35])(=[O:31])=[O:30].C(N(C(C)C)CC)(C)C. Given the product [C:1]([O:5][C:6](=[O:26])[NH:7][CH:8]1[CH2:13][CH2:12][CH:11]([CH2:14][NH:15][C:16]2[C:21]([N+:22]([O-:24])=[O:23])=[CH:20][N:19]=[C:18]([NH:35][CH2:34][C:33]3[CH:36]=[CH:37][CH:38]=[CH:39][C:32]=3[S:29]([CH3:28])(=[O:31])=[O:30])[N:17]=2)[CH2:10][CH2:9]1)([CH3:4])([CH3:3])[CH3:2], predict the reactants needed to synthesize it. (5) The reactants are: [CH2:1]([NH:8][CH2:9][CH2:10][OH:11])[C:2]1[CH:7]=[CH:6][CH:5]=[CH:4][CH:3]=1.[Cl:12][C:13]1[CH:21]=[CH:20][C:16]([C@H:17]2[O:19][CH2:18]2)=[CH:15][CH:14]=1. Given the product [Cl:12][C:13]1[CH:21]=[CH:20][C:16]([C@@H:17]([OH:19])[CH2:18][N:8]([CH2:9][CH2:10][OH:11])[CH2:1][C:2]2[CH:7]=[CH:6][CH:5]=[CH:4][CH:3]=2)=[CH:15][CH:14]=1, predict the reactants needed to synthesize it. (6) Given the product [NH:1]1[C:5]2[CH:6]=[CH:7][C:8]([C:10]([N:12]3[C@@H:21]4[C@@H:16]([C:17]5[C:25]([C:26]#[N:28])=[CH:24][CH:23]=[CH:22][C:18]=5[CH2:19][CH2:20]4)[CH2:15][CH2:14][CH2:13]3)=[O:11])=[CH:9][C:4]=2[N:3]=[CH:2]1, predict the reactants needed to synthesize it. The reactants are: [NH:1]1[C:5]2[CH:6]=[CH:7][C:8]([C:10]([N:12]3[C@@H:21]4[C@@H:16]([C:17]5[C:25]([C:26]([NH2:28])=O)=[CH:24][CH:23]=[CH:22][C:18]=5[CH2:19][CH2:20]4)[CH2:15][CH2:14][CH2:13]3)=[O:11])=[CH:9][C:4]=2[N:3]=[CH:2]1.